Dataset: B-cell epitopes from IEDB database with 3,159 antigens for binding position prediction. Task: Token-level Classification. Given an antigen amino acid sequence, predict which amino acid positions are active epitope sites capable of antibody binding. Output is a list of indices for active positions. (1) Given the antigen sequence: MADMSNGEQGCGSPLELFHSIAAQGELVRDLKARNAAKDEIDSAVKMLLSLKTSYKAATGEDYKVDCPPGDPAPESGEGLDATEADEDFVDPWTVQTSSAKGIDYDKLIVRFGSSKIDKELVNRIERATGQRPHRFLRRGIFFSHRDMHQILDAYENKKPFYLYTGRGPSSEAMHVGHLIPFIFTKWLQDVFNVPLVIQMTDDEKYLWKDLTLDQAYGYAVENAKDIIACGFDINKTFIFSDLDYMGMSPGFYKNVVKIQKHVTFNQVKGIFGFTDSDCIGKISFPAIQAAPSFSNSFPQIFRDRTDVQCLIPCAIDQDPYFRMTRDVAPRIGYPKPALLHSTFFPALQGAQTKMSASDPNSSIFLTDTAKQIKTKVNKHAFSGGRDTVEEHRQFGGNCDVDVSFMYLTFFLEDDDKLEQIRRDYTSGAMLTGELKKELIEVLQPLIAEHQARRKEVTDEIVKEFMTPRKLSYDFQ, which amino acid positions are active epitope sites? The epitope positions are: [413, 414, 415, 416, 417, 418, 419, 420, 421, 422, 423, 424, 425, 426, 427, 428]. The amino acids at these positions are: DDDKLEQIRRDYTSGA. (2) Given the antigen sequence: MKNFILLAVSSILLVDLFPTHCGHNVDLSKAINLNGVNFNNVDASSLGAAHVGQSASRGRGLGENPDDEEGDAKKKKDGKKAEPKNPRENKLKQPGDRADGQAAGNGAGGQPAGDRAAGQPAGDGAAGQPAGDRADGQAAGNGAGGQPAGDRAAGQPAGDGAAGQPAGDRADGQPAGDRAAGQPAGDRADGQPAGDRAAGQAAGNGAGGQAAGNGAGGQPAGDRAAGQPAGDRAAGQAAGNGAGGQAAGNGAGGQAAGNGAGGQAAGNGAGGQAAGGNAANKKAEDAGGNAGGNAGGQGQNNEGANAPNEKSVKEYLDKVRATVGTEWTPCSVTCGVGVRVRRRVNAANKKPEDLTLNDLETDVCTMDKCAGIFNVVSNSLGLVILLVLALFN, which amino acid positions are active epitope sites? The epitope positions are: [168, 169, 170, 171, 172, 173, 174, 175, 176, 177, 178, 179, 180, 181, 182, 183, 184, 185, 186, 187]. The amino acids at these positions are: DRADGQPAGDRAAGQPAGDR. (3) Given the antigen sequence: LLSAFEFTYMINFGRGQNYWEHPYQNSDVYRPINEHREHPKEYEYPLHQEHTYQQEDSGEDENTLQHAYPIDHEGAEPAPQEQNLFSSIEIVERSNYMGNPWTEYMAKYDIEEVHGSGIRVDLGEDAEVAGTQYRLPSGKCPVFGKGIIIENSNTTFLTPVATGNQYLKDGGFAFPPTEPLMSPMTLDEMRHFYKDNKYVKNLDELTLCSRHAGNMIPDNDKNSNYKYPAVYDDKDKKCHILYIAAQENNGPRYCNKDESKRNSMFCFRPAKDISFQNYTYLSKNVVDNWEKVCPRKNLQNAKFGLWVDGNCEDIPHVNEFPAIDLFECNKLVFELSASDQPKQYEQHLTDYEKIKEGFKNKNASMIKSAFLPTGAFKADRYKSHGKGYNWGNYNTETQKCEIFNVKPTCLINNSSYIATTALSHPIEVENNFPCSLYKDEIMKEIERESKRIKLNDNDDEGNKKIIAPRIFISDDKDSLKCPCDPEMVSNSTCRFFVCK..., which amino acid positions are active epitope sites? The epitope positions are: [59, 60, 61, 62, 63, 64, 65, 66, 67, 68, 69, 70, 71]. The amino acids at these positions are: EDENTLQHAYPID. (4) Given the antigen sequence: MRTHTRGAPSVFFIYLLCFVSAYITDENPEVMIPFTNANYDSHPMLYFSRAEVAELQLRAASSHEHIAARLTEAVHTMLSSPLEYLPPWDPKDYSARWNEIFGNNLGALAMFCVLYPENIEARDMAKDYMERMAAQPSWLVKDAPWDEVPLAHSLVGFATAYDFLYNYLSKTQQEKFLEVIANASGYMYETSYRRGWGFQYLHNHQPTNCMALLTGSLVLMNQGYLQEAYLWTKQVLTIMEKSLVLLREVTDGSLYEGVAYGSYTTRSLFQYMFLVQRHFNINHFGHPWLKQHFAFMYRTILPGFQRTVAIADSNYNWFYGPESQLVFLDKFVMRNGSGNWLADQIRRNRVVEGPGTPSKGQRWCTLHTEFLWYDGSLKSVPPPDFGTPTLHYFEDWGVVTYGSALPAEINRSFLSFKSGKLGGRAIYDIVHRNKYKDWIKGWRNFNAGHEHPDQNSFTFAPNGVPFITEALYGPKYTFFNNVLMFSPAVSKSCFSPWVG..., which amino acid positions are active epitope sites? The epitope positions are: [160, 161, 162, 163, 164, 165, 166, 167, 168]. The amino acids at these positions are: AYDFLYNYL. (5) Given the antigen sequence: MKANLLVLLCALAAADADTICIGYHANNSTDTVDTVLEKNVTVTHSVNLLEDSHNGKLCRLKGIAPLQLGKCNIAGWLLGNPECDPLLPVRSWSYIVETPNSENGICYPGDFIDYEELREQLSSVSSFERFEIFPKESSWPNHNTNGVTAACSHEGKSSFYRNLLWLTEKEGSYPKLKNSYVNKKGKEVLVLWGIHHPPNSKEQQNLYQNENAYVSVVTSNYNRRFTPEIAERPKVRDQAGRMNYYWTLLKPGDTIIFEANGNLIAPMYAFALSRGFGSGIITSNASMHECNTKCQTPLGAINSSLPYQNIHPVTIGECPKYVRSAKLRMVTGLRNIPSIQSRGLFGAIAGFIEGGWTGMIDGWYGYHHQNEQGSGYAADQKSTQNAINGITNKVNTVIEKMNIQFTAVGKEFNKLEKRMENLNKKVDDGFLDIWTYNAELLVLLENERTLDFHDSNVKNLYEKVKSQLKNNAKEIGNGCFEFYHKCDNECMESVRNGTY..., which amino acid positions are active epitope sites? The epitope positions are: [331, 332, 333, 334, 335, 336, 337, 338, 339, 340, 341, 342, 343]. The amino acids at these positions are: TGLRNIPSIQSRG. (6) Given the antigen sequence: MSRSVALAVLALLSLSGLEAIQRTPKIQVYSRHPAENGKSNFLNCYVSGFHPSDIEVDLLKNGERIEKVEHSDLSFSKDWSFYLLYYTEFTPTEKDEYACRVNHVTLSQPKIVKWDRDM, which amino acid positions are active epitope sites? The epitope positions are: [82, 83, 84, 85, 86, 87, 88, 89, 90, 91, 92, 93, 94]. The amino acids at these positions are: YLLYYTEFTPTEK.